Task: Regression. Given a target protein amino acid sequence and a drug SMILES string, predict the binding affinity score between them. We predict pKi (pKi = -log10(Ki in M); higher means stronger inhibition). Dataset: bindingdb_ki.. Dataset: Drug-target binding data from BindingDB using Ki measurements (1) The drug is C[N+](C)(C)CCOC(N)=O. The target protein sequence is MTLHSQSTTSPLFPQISSSWVHSPSEAGLPLGTVTQLGSYQISQETGQFSSQDTSSDPLGGHTIWQVVFIAFLTGFLALVTIIGNILVIVAFKVNKQLKTVNNYFLLSLASADLIIGVISMNLFTTYIIMNRWALGNLACDLWLSIDYVASNASVMNLLVISFDRYFSITRPLTYRAKRTTKRAGVMIGLAWVISFVLWAPAILFWQYFVGKRTVPPGECFIQFLSEPTITFGTAIAAFYMPVTIMTILYWRIYKETEKRTKELAGLQASGTEIEGRIEGRIEGRTRSQITKRKRMSLIKEKKAAQTLSAILLAFIITWTPYNIMVLVNTFADSAIPKTYWNLGYWLCYINSTVNPVAYALSNKTFCTTFKTLLLSQSDKRKRRKQQYQQRQSVIFHKRVPEQAL. The pKi is 4.7. (2) The pKi is 6.8. The small molecule is CN[C@@H]1CCN(c2cc(N)nc(N(C)C(C)C)n2)C1. The target protein (Q9H3N8) has sequence MPDTNSTINLSLSTRVTLAFFMSLVAFAIMLGNALVILAFVVDKNLRHRSSYFFLNLAISDFFVGVISIPLYIPHTLFEWDFGKEICVFWLTTDYLLCTASVYNIVLISYDRYLSVSNAVSYRTQHTGVLKIVTLMVAVWVLAFLVNGPMILVSESWKDEGSECEPGFFSEWYILAITSFLEFVIPVILVAYFNMNIYWSLWKRDHLSRCQSHPGLTAVSSNICGHSFRGRLSSRRSLSASTEVPASFHSERQRRKSSLMFSSRTKMNSNTIASKMGSFSQSDSVALHQREHVELLRARRLAKSLAILLGVFAVCWAPYSLFTIVLSFYSSATGPKSVWYRIAFWLQWFNSFVNPLLYPLCHKRFQKAFLKIFCIKKQPLPSQHSRSVSS. (3) The target protein (P28221) has sequence MSPLNQSAEGLPQEASNRSLNATETSEAWDPRTLQALKISLAVVLSVITLATVLSNAFVLTTILLTRKLHTPANYLIGSLATTDLLVSILVMPISIAYTITHTWNFGQILCDIWLSSDITCCTASILHLCVIALDRYWAITDALEYSKRRTAGHAATMIAIVWAISICISIPPLFWRQAKAQEEMSDCLVNTSQISYTIYSTCGAFYIPSVLLIILYGRIYRAARNRILNPPSLYGKRFTTAHLITGSAGSSLCSLNSSLHEGHSHSAGSPLFFNHVKIKLADSALERKRISAARERKATKILGIILGAFIICWLPFFVVSLVLPICRDSCWIHPALFDFFTWLGYLNSLINPIIYTVFNEEFRQAFQKIVPFRKAS. The pKi is 6.1. The compound is CN1CCC(c2c[nH]c3ccc(NC(=O)c4ccc(F)cc4)nc23)CC1. (4) The compound is O=c1oc(-c2ccc(-c3ccccc3)cc2)ns1. The target protein (P28062) has sequence MALLDVCGAPRGQRPESALPVAGSGRRSDPGHYSFSMRSPELALPRGMQPTEFFQSLGGDGERNVQIEMAHGTTTLAFKFQHGVIAAVDSRASAGSYISALRVNKVIEINPYLLGTMSGCAADCQYWERLLAKECRLYYLRNGERISVSAASKLLSNMMCQYRGMGLSMGSMICGWDKKGPGLYYVDEHGTRLSGNMFSTGSGNTYAYGVMDSGYRPNLSPEEAYDLGRRAIAYATHRDSYSGGVVNMYHMKEDGWVKVESTDVSDLLHQYREANQ. The pKi is 5.8. (5) The small molecule is CC(C)(C)OC(=O)N(CCCN)CCCCN(CCCN)C(=O)OC(C)(C)C. The target protein (Q99N23) has sequence MWALDFLLSFLLIQLAAQVDSSGTWCYDSQDPKCGPAHWKELAPACGGPTQSPINIDLRLVQRDYTLKPFIFQGYDSAPQDPWVLENDGHTVLLRVNSCQQNCPAIRGAGLPSPEYRLLQLHFHWGSPGHQGSEHSLDEKHGSMEMHMVHMNTKYQSMEDARSQPDGFAILAVLLVEEDRDNTNFSAIVSGLKNLSSPGVAVNLTSTFALASLLPSALRLLRYYRYSGSLTTPGCEPAVLWTVFENTVPIGHAQVVQFQAVLQTGPPGLHPRPLTSNFRPQQPLGGRRISASPEASVRSSVSTLPCLHLALVGLGVGLRLWQGP. The pKi is 3.6.